Dataset: NCI-60 drug combinations with 297,098 pairs across 59 cell lines. Task: Regression. Given two drug SMILES strings and cell line genomic features, predict the synergy score measuring deviation from expected non-interaction effect. (1) Drug 1: CC1=CC2C(CCC3(C2CCC3(C(=O)C)OC(=O)C)C)C4(C1=CC(=O)CC4)C. Drug 2: CCN(CC)CCNC(=O)C1=C(NC(=C1C)C=C2C3=C(C=CC(=C3)F)NC2=O)C. Cell line: SNB-75. Synergy scores: CSS=-8.72, Synergy_ZIP=5.27, Synergy_Bliss=0.518, Synergy_Loewe=-4.22, Synergy_HSA=-5.40. (2) Drug 1: C1=CN(C(=O)N=C1N)C2C(C(C(O2)CO)O)O.Cl. Drug 2: CC1C(C(CC(O1)OC2CC(OC(C2O)C)OC3=CC4=CC5=C(C(=O)C(C(C5)C(C(=O)C(C(C)O)O)OC)OC6CC(C(C(O6)C)O)OC7CC(C(C(O7)C)O)OC8CC(C(C(O8)C)O)(C)O)C(=C4C(=C3C)O)O)O)O. Cell line: SW-620. Synergy scores: CSS=70.1, Synergy_ZIP=-1.81, Synergy_Bliss=-2.76, Synergy_Loewe=-3.69, Synergy_HSA=-2.54.